Task: Predict the product of the given reaction.. Dataset: Forward reaction prediction with 1.9M reactions from USPTO patents (1976-2016) (1) The product is: [Cl:1][C:2]1[CH:3]=[CH:4][C:5]([N:8]2[C:13](=[O:14])[C:12]3[C:15]([C:24]#[N:26])=[N:16][N:17]([C:18]4[CH:23]=[CH:22][CH:21]=[CH:20][CH:19]=4)[C:11]=3[N:10]=[C:9]2[C:27]2[CH:28]=[CH:29][C:30]([CH:33]([CH3:35])[CH3:34])=[CH:31][CH:32]=2)=[CH:6][CH:7]=1. Given the reactants [Cl:1][C:2]1[CH:7]=[CH:6][C:5]([N:8]2[C:13](=[O:14])[C:12]3[C:15]([C:24]([NH2:26])=O)=[N:16][N:17]([C:18]4[CH:23]=[CH:22][CH:21]=[CH:20][CH:19]=4)[C:11]=3[N:10]=[C:9]2[C:27]2[CH:32]=[CH:31][C:30]([CH:33]([CH3:35])[CH3:34])=[CH:29][CH:28]=2)=[CH:4][CH:3]=1.ClC1C=CC(N2C(=O)C3C(C(O)=O)=NN(C4C=CC=CC=4)C=3N=C2C2C=CC(C(C)C)=CC=2)=CC=1.O=P(Cl)(Cl)Cl, predict the reaction product. (2) The product is: [CH:30]1([NH:28][CH:17]2[CH2:18][CH2:19][CH2:20][CH2:21][CH2:22]2)[CH2:39][CH2:37][CH2:35][CH2:33][CH2:31]1. Given the reactants [C:17]1(C([C:17]2[CH:22]=[CH:21][C:20](C=CC(O)=O)=[CH:19][CH:18]=2)=C([C:17]2[CH:22]=[CH:21][CH:20]=[CH:19][CH:18]=2)CC)[CH:22]=[CH:21][CH:20]=[CH:19][CH:18]=1.[NH:28]([CH2:30][C@@H:31]([C@H:33]([C@@H:35]([C@@H:37]([CH2:39]O)O)O)O)O)C.N[C@H](C(O)=O)CCCCN, predict the reaction product. (3) The product is: [CH3:1][O:2][C:3]([C@@H:5]1[CH:20]=[C:19]2[C@@H:9]([CH2:10][C:11]3[C:21]4[C:14]([NH:13][CH:12]=3)=[CH:15][CH:16]=[CH:17][C:18]=42)[N:7]([C:8]#[N:22])[CH2:6]1)=[O:4]. Given the reactants [CH3:1][O:2][C:3]([C@@H:5]1[CH:20]=[C:19]2[C@@H:9]([CH2:10][C:11]3[C:21]4[C:14](=[CH:15][CH:16]=[CH:17][C:18]2=4)[NH:13][CH:12]=3)[N:7]([CH3:8])[CH2:6]1)=[O:4].[N:22]#CBr, predict the reaction product. (4) Given the reactants [F:1][C:2]1[CH:3]=[C:4]([OH:9])[CH:5]=[CH:6][C:7]=1[CH3:8].[N+:10]([O-])([OH:12])=[O:11], predict the reaction product. The product is: [F:1][C:2]1[C:7]([CH3:8])=[CH:6][C:5]([N+:10]([O-:12])=[O:11])=[C:4]([OH:9])[CH:3]=1. (5) Given the reactants [Cl:1][C:2]1[CH:9]=[CH:8][C:5]([CH:6]=O)=[C:4]([N+:10]([O-])=O)[CH:3]=1.Cl.[C:14]([C:17]1[CH:22]=[CH:21][CH:20]=[CH:19][CH:18]=1)(=O)[CH3:15].[OH-].[K+], predict the reaction product. The product is: [Cl:1][C:2]1[CH:3]=[C:4]2[C:5]([CH:6]=[CH:15][C:14]([C:17]3[CH:22]=[CH:21][CH:20]=[CH:19][CH:18]=3)=[N:10]2)=[CH:8][CH:9]=1. (6) Given the reactants [F:1][C:2]1[C:3]([CH3:23])=[CH:4][CH:5]=[C:6]2[C:11]=1[N:10]=[C:9]([C:12]([O:14][CH3:15])=[O:13])[CH:8]=[C:7]2[C:16]1[CH:21]=[CH:20][C:19]([F:22])=[CH:18][CH:17]=1.C(OOC(=O)C1C=CC=CC=1)(=O)C1C=CC=CC=1.C1C(=O)N([Br:49])C(=O)C1, predict the reaction product. The product is: [Br:49][CH2:23][C:3]1[C:2]([F:1])=[C:11]2[C:6]([C:7]([C:16]3[CH:21]=[CH:20][C:19]([F:22])=[CH:18][CH:17]=3)=[CH:8][C:9]([C:12]([O:14][CH3:15])=[O:13])=[N:10]2)=[CH:5][CH:4]=1. (7) The product is: [NH2:24][CH2:23][C:3]1[C:4]([C:14]2[C:15]([CH3:22])=[CH:16][C:17]([CH3:21])=[CH:18][C:19]=2[CH3:20])=[N:5][C:6]2[N:7]([N:8]=[C:9]3[CH2:13][S:12][CH2:11][C:10]=23)[C:2]=1[NH2:1]. Given the reactants [NH2:1][C:2]1[N:7]2[N:8]=[C:9]3[CH2:13][S:12][CH2:11][C:10]3=[C:6]2[N:5]=[C:4]([C:14]2[C:19]([CH3:20])=[CH:18][C:17]([CH3:21])=[CH:16][C:15]=2[CH3:22])[C:3]=1[C:23]#[N:24].Cl.CO, predict the reaction product. (8) Given the reactants [Cl:1][C:2]1[C:7]([S:8]([NH2:11])(=[O:10])=[O:9])=[C:6]([OH:12])[C:5]([NH:13][C:14]2[C:17](=[O:18])[C:16](=[O:19])[C:15]=2Cl)=[CH:4][CH:3]=1.[Cl:21][C:22]1[CH:28]=[CH:27][CH:26]=[CH:25][C:23]=1[NH2:24], predict the reaction product. The product is: [Cl:21][C:22]1[CH:28]=[CH:27][CH:26]=[CH:25][C:23]=1[NH:24][C:15]1[C:16](=[O:19])[C:17](=[O:18])[C:14]=1[NH:13][C:5]1[C:6]([OH:12])=[C:7]([S:8]([NH2:11])(=[O:10])=[O:9])[C:2]([Cl:1])=[CH:3][CH:4]=1. (9) Given the reactants [CH3:1][O:2][C:3]([C@H:5]1[N:9]2[C:10](=[O:32])[C:11]([NH2:31])=[C:12]([CH2:20][C:21]3[C:30]4[C:25](=[CH:26][CH:27]=[CH:28][CH:29]=4)[CH:24]=[CH:23][CH:22]=3)[C:13]([C:14]3[CH:19]=[CH:18][CH:17]=[CH:16][CH:15]=3)=[C:8]2[S:7][CH2:6]1)=[O:4].[C:33](Cl)(=[O:37])[CH:34]([CH3:36])[CH3:35].C(Cl)Cl, predict the reaction product. The product is: [CH3:1][O:2][C:3]([C@H:5]1[N:9]2[C:10](=[O:32])[C:11]([NH:31][C:33](=[O:37])[CH:34]([CH3:36])[CH3:35])=[C:12]([CH2:20][C:21]3[C:30]4[C:25](=[CH:26][CH:27]=[CH:28][CH:29]=4)[CH:24]=[CH:23][CH:22]=3)[C:13]([C:14]3[CH:15]=[CH:16][CH:17]=[CH:18][CH:19]=3)=[C:8]2[S:7][CH2:6]1)=[O:4]. (10) Given the reactants [Cl:1][C@H:2]1[C@@H:7]([NH:8][C:9]([C:11]2[NH:12][C:13]([CH2:17][CH3:18])=[C:14]([Cl:16])[N:15]=2)=[O:10])[CH2:6][CH2:5][N:4]([C:19](OC(C)(C)C)=O)[CH2:3]1.Cl.O1CCOCC1.BrC1[S:35][C:36]([C:40]([O:42][CH2:43][CH3:44])=[O:41])=[C:37]([CH3:39])[N:38]=1.C(=O)([O-])[O-].[Na+].[Na+], predict the reaction product. The product is: [Cl:1][C@H:2]1[C@@H:7]([NH:8][C:9]([C:11]2[NH:12][C:13]([CH2:17][CH3:18])=[C:14]([Cl:16])[N:15]=2)=[O:10])[CH2:6][CH2:5][N:4]([C:19]2[S:35][C:36]([C:40]([O:42][CH2:43][CH3:44])=[O:41])=[C:37]([CH3:39])[N:38]=2)[CH2:3]1.